From a dataset of Full USPTO retrosynthesis dataset with 1.9M reactions from patents (1976-2016). Predict the reactants needed to synthesize the given product. (1) Given the product [Cl:27][C:24]1[CH:23]=[C:22]2[C:17]([CH:18]=[CH:19][N:20]=[CH:21]2)=[CH:16][C:15]=1[O:14][C@H:11]1[CH2:12][CH2:13][C@H:8]([NH2:7])[CH2:9][CH2:10]1, predict the reactants needed to synthesize it. The reactants are: C(OC(=O)[NH:7][C@H:8]1[CH2:13][CH2:12][C@H:11]([O:14][C:15]2[C:16](Cl)=[C:17]3[C:22](=[CH:23][CH:24]=2)[CH:21]=[N:20][CH:19]=[CH:18]3)[CH2:10][CH2:9]1)(C)(C)C.[ClH:27]. (2) The reactants are: [CH2:1]([O:3][C:4]([C:6]1[NH:7][C:8]2[C:13]([CH:14]=1)=[C:12]([OH:15])[CH:11]=[CH:10][CH:9]=2)=[O:5])[CH3:2].F[C:17]1[CH:22]=[C:21]([F:23])[CH:20]=[C:19]([F:24])[C:18]=1[N+:25]([O-:27])=[O:26].C(=O)([O-])[O-].[K+].[K+]. Given the product [CH2:1]([O:3][C:4]([C:6]1[NH:7][C:8]2[C:13]([CH:14]=1)=[C:12]([O:15][C:17]1[CH:22]=[C:21]([F:23])[CH:20]=[C:19]([F:24])[C:18]=1[N+:25]([O-:27])=[O:26])[CH:11]=[CH:10][CH:9]=2)=[O:5])[CH3:2], predict the reactants needed to synthesize it.